From a dataset of Full USPTO retrosynthesis dataset with 1.9M reactions from patents (1976-2016). Predict the reactants needed to synthesize the given product. (1) Given the product [Cl:13][C:14]1[N:15]=[CH:16][C:17]([C:18]([C:2]2[CH:7]=[CH:6][C:5]([C:8]([F:11])([F:10])[F:9])=[CH:4][CH:3]=2)=[O:19])=[CH:24][CH:25]=1, predict the reactants needed to synthesize it. The reactants are: Br[C:2]1[CH:7]=[CH:6][C:5]([C:8]([F:11])([F:10])[F:9])=[CH:4][CH:3]=1.[Mg].[Cl:13][C:14]1[CH:25]=[CH:24][C:17]([C:18](N(OC)C)=[O:19])=[CH:16][N:15]=1.[Cl-].[NH4+]. (2) Given the product [Cl:1][C:2]1[CH:3]=[CH:4][C:5]([C:8]2[S:12][C:11]3[C:13](=[O:15])[NH:32][N:28]=[CH:30][C:10]=3[CH:9]=2)=[CH:6][CH:7]=1, predict the reactants needed to synthesize it. The reactants are: [Cl:1][C:2]1[CH:7]=[CH:6][C:5]([C:8]2[S:12][C:11]([C:13]([OH:15])=O)=[CH:10][CH:9]=2)=[CH:4][CH:3]=1.C([Li])CCC.CCCCCC.C[N:28]([CH:30]=O)C.[NH2:32]N.Cl. (3) The reactants are: [NH:1](C(OC(C)(C)C)=O)[C@H:2]([C:8]([O:10]C(C)(C)C)=[O:9])[CH2:3][CH2:4][C:5](=[O:7])O.C1N=CN(C(N2C=NC=C2)=O)C=1.[NH2:34][C:35]1[CH:36]=[CH:37][C:38]([OH:45])=[C:39]([S:41]([OH:44])(=[O:43])=[O:42])[CH:40]=1. Given the product [OH:45][C:38]1[CH:37]=[CH:36][C:35]([NH:34][C:5](=[O:7])[CH2:4][CH2:3][C@@H:2]([C:8]([OH:10])=[O:9])[NH2:1])=[CH:40][C:39]=1[S:41]([OH:44])(=[O:42])=[O:43], predict the reactants needed to synthesize it.